Dataset: Reaction yield outcomes from USPTO patents with 853,638 reactions. Task: Predict the reaction yield, written as a fraction of the theoretical maximum amount of product (1.0 means a 100% yield; for example, 0.34 means a 34% yield). (1) The reactants are [C:1]([O:5][C:6]([NH:8][C:9]1[CH:14]=[C:13]([CH2:15][CH2:16][C:17]([O:19]C)=[O:18])[CH:12]=[CH:11][N:10]=1)=[O:7])([CH3:4])([CH3:3])[CH3:2].[OH-].[Na+]. The catalyst is CO. The product is [C:1]([O:5][C:6]([NH:8][C:9]1[CH:14]=[C:13]([CH2:15][CH2:16][C:17]([OH:19])=[O:18])[CH:12]=[CH:11][N:10]=1)=[O:7])([CH3:4])([CH3:2])[CH3:3]. The yield is 0.380. (2) The reactants are [Cl:1][C:2]1[N:3]=[C:4]([C:9]2[CH:10]=[N:11][CH:12]=[CH:13][CH:14]=2)[S:5][C:6]=1[NH:7][CH3:8].N1C=CC=CC=1.[CH3:21][CH:22]([CH2:26][S:27][CH3:28])[C:23](Cl)=[O:24]. The catalyst is ClC(Cl)C.O. The product is [Cl:1][C:2]1[N:3]=[C:4]([C:9]2[CH:10]=[N:11][CH:12]=[CH:13][CH:14]=2)[S:5][C:6]=1[N:7]([CH3:8])[C:23](=[O:24])[CH:22]([CH3:21])[CH2:26][S:27][CH3:28]. The yield is 0.840. (3) The reactants are [Br:1][C:2]1[CH:6]=[N:5][N:4]([CH3:7])[C:3]=1[C:8]1[CH:9]=[C:10]([NH2:20])[CH:11]=[CH:12][C:13]=1[O:14][CH2:15][CH2:16][N:17]([CH3:19])[CH3:18].[F:21][C:22]1[CH:27]=[CH:26][C:25]([N:28]=[C:29]=[O:30])=[CH:24][CH:23]=1. The catalyst is C(Cl)Cl. The product is [Br:1][C:2]1[CH:6]=[N:5][N:4]([CH3:7])[C:3]=1[C:8]1[CH:9]=[C:10]([NH:20][C:29]([NH:28][C:25]2[CH:26]=[CH:27][C:22]([F:21])=[CH:23][CH:24]=2)=[O:30])[CH:11]=[CH:12][C:13]=1[O:14][CH2:15][CH2:16][N:17]([CH3:18])[CH3:19]. The yield is 0.420.